Dataset: Catalyst prediction with 721,799 reactions and 888 catalyst types from USPTO. Task: Predict which catalyst facilitates the given reaction. (1) Reactant: [CH:1](=O)[CH3:2].C(O)(=O)C.[NH:8]1[CH2:11][CH:10]([S:12][C:13]2[CH:18]=[CH:17][C:16](/[C:19](/[C:26]3[N:31]=[C:30]([O:32][CH3:33])[C:29]([CH3:34])=[CH:28][CH:27]=3)=[CH:20]\[CH:21]3[CH2:25][CH2:24][CH2:23][CH2:22]3)=[CH:15][CH:14]=2)[CH2:9]1.C(O[BH-](OC(=O)C)OC(=O)C)(=O)C.[Na+]. Product: [CH:21]1(/[CH:20]=[C:19](/[C:26]2[N:31]=[C:30]([O:32][CH3:33])[C:29]([CH3:34])=[CH:28][CH:27]=2)\[C:16]2[CH:15]=[CH:14][C:13]([S:12][CH:10]3[CH2:11][N:8]([CH2:1][CH3:2])[CH2:9]3)=[CH:18][CH:17]=2)[CH2:22][CH2:23][CH2:24][CH2:25]1. The catalyst class is: 146. (2) Reactant: Br[C:2]1[CH:7]=[CH:6][C:5]([N:8]2[CH2:13][CH2:12][C:11](=[O:14])[CH2:10][CH2:9]2)=[CH:4][CH:3]=1.[B:15]1([B:15]2[O:19][C:18]([CH3:21])([CH3:20])[C:17]([CH3:23])([CH3:22])[O:16]2)[O:19][C:18]([CH3:21])([CH3:20])[C:17]([CH3:23])([CH3:22])[O:16]1.CC([O-])=O.[K+].[Na+].[Cl-]. The catalyst class is: 3. Product: [CH3:22][C:17]1([CH3:23])[C:18]([CH3:21])([CH3:20])[O:19][B:15]([C:2]2[CH:7]=[CH:6][C:5]([N:8]3[CH2:13][CH2:12][C:11](=[O:14])[CH2:10][CH2:9]3)=[CH:4][CH:3]=2)[O:16]1. (3) Reactant: Cl[C:2]1[N:11]=[C:10]([C:12]2[CH:17]=[CH:16][C:15]([Cl:18])=[CH:14][C:13]=2[Cl:19])[C:9]([C:20]2[CH:25]=[CH:24][C:23]([F:26])=[CH:22][CH:21]=2)=[CH:8][C:3]=1[C:4]([O:6][CH3:7])=[O:5].[F:27][C:28]1[CH:29]=[C:30]([OH:35])[CH:31]=[CH:32][C:33]=1[F:34].C(=O)([O-])[O-].[Cs+].[Cs+]. Product: [Cl:19][C:13]1[CH:14]=[C:15]([Cl:18])[CH:16]=[CH:17][C:12]=1[C:10]1[C:9]([C:20]2[CH:21]=[CH:22][C:23]([F:26])=[CH:24][CH:25]=2)=[CH:8][C:3]([C:4]([O:6][CH3:7])=[O:5])=[C:2]([O:35][C:30]2[CH:31]=[CH:32][C:33]([F:34])=[C:28]([F:27])[CH:29]=2)[N:11]=1. The catalyst class is: 11. (4) Reactant: [C:1]([C:3]1[CH:10]=[CH:9][C:6]([CH:7]=O)=[CH:5][CH:4]=1)#[N:2].[F:11][C:12]1[CH:13]=[C:14]2[C:18](=[CH:19][C:20]=1[F:21])[NH:17][C:16]([C:22]1[CH:23]=[CH:24][C:25]([O:29][CH3:30])=[C:26]([NH2:28])[CH:27]=1)=[CH:15]2.C(O[BH-](OC(=O)C)OC(=O)C)(=O)C.[Na+].C(=O)(O)[O-].[Na+]. Product: [F:11][C:12]1[CH:13]=[C:14]2[C:18](=[CH:19][C:20]=1[F:21])[NH:17][C:16]([C:22]1[CH:23]=[CH:24][C:25]([O:29][CH3:30])=[C:26]([NH:28][CH2:7][C:6]3[CH:9]=[CH:10][C:3]([C:1]#[N:2])=[CH:4][CH:5]=3)[CH:27]=1)=[CH:15]2. The catalyst class is: 322. (5) Reactant: [Cl:1][C:2]1[CH:3]=[C:4]2[C:8](=[CH:9][CH:10]=1)[N:7]([C:11]1[N:15]([CH3:16])[N:14]=[C:13]([CH3:17])[C:12]=1[CH:18]=[O:19])[CH:6]=[CH:5]2.[BH4-].[Na+].O. Product: [Cl:1][C:2]1[CH:3]=[C:4]2[C:8](=[CH:9][CH:10]=1)[N:7]([C:11]1[N:15]([CH3:16])[N:14]=[C:13]([CH3:17])[C:12]=1[CH2:18][OH:19])[CH:6]=[CH:5]2. The catalyst class is: 83.